This data is from Forward reaction prediction with 1.9M reactions from USPTO patents (1976-2016). The task is: Predict the product of the given reaction. (1) Given the reactants C(N(C(C)C)CC)(C)C.Cl.[CH3:11][NH:12][CH2:13][C:14]1[CH:22]=[CH:21][CH:20]=[C:19]2[C:15]=1[CH2:16][N:17]([CH:24]1[CH2:29][CH2:28][C:27](=[O:30])[NH:26][C:25]1=[O:31])[C:18]2=[O:23].[F:32][C:33]1[CH:34]=[C:35]([N:40]=[C:41]=[O:42])[CH:36]=[C:37]([F:39])[CH:38]=1, predict the reaction product. The product is: [F:32][C:33]1[CH:34]=[C:35]([NH:40][C:41](=[O:42])[N:12]([CH2:13][C:14]2[CH:22]=[CH:21][CH:20]=[C:19]3[C:15]=2[CH2:16][N:17]([CH:24]2[CH2:29][CH2:28][C:27](=[O:30])[NH:26][C:25]2=[O:31])[C:18]3=[O:23])[CH3:11])[CH:36]=[C:37]([F:39])[CH:38]=1. (2) Given the reactants CS(O[CH2:6][CH2:7][C:8]1[O:9][C:10]2[CH:16]=[CH:15][C:14]([C:17]3[CH:22]=[CH:21][C:20]([C:23]([N:25]4[CH2:30][CH2:29][O:28][CH2:27][CH2:26]4)=[O:24])=[CH:19][N:18]=3)=[CH:13][C:11]=2[CH:12]=1)(=O)=O.[CH2:31]([NH:33][CH2:34][CH2:35][CH3:36])[CH3:32], predict the reaction product. The product is: [CH2:31]([N:33]([CH2:34][CH2:35][CH3:36])[CH2:6][CH2:7][C:8]1[O:9][C:10]2[CH:16]=[CH:15][C:14]([C:17]3[CH:22]=[CH:21][C:20]([C:23]([N:25]4[CH2:26][CH2:27][O:28][CH2:29][CH2:30]4)=[O:24])=[CH:19][N:18]=3)=[CH:13][C:11]=2[CH:12]=1)[CH3:32]. (3) The product is: [C:21]([C:20]1[CH:23]=[CH:24][C:17]([NH:1][C@H:2]2[CH2:7][CH2:6][C@H:5]([NH:8][C:9](=[O:15])[O:10][C:11]([CH3:12])([CH3:14])[CH3:13])[CH2:4][CH2:3]2)=[CH:18][CH:19]=1)#[N:22]. Given the reactants [NH2:1][C@H:2]1[CH2:7][CH2:6][C@H:5]([NH:8][C:9](=[O:15])[O:10][C:11]([CH3:14])([CH3:13])[CH3:12])[CH2:4][CH2:3]1.Br[C:17]1[CH:24]=[CH:23][C:20]([C:21]#[N:22])=[CH:19][CH:18]=1, predict the reaction product. (4) Given the reactants [F:1][C:2]([F:10])([F:9])[C:3]1([C:6](O)=O)[CH2:5][CH2:4]1.[C:11](O)(=O)C.[NH2:15][C:16](=[NH:38])[C:17]1[CH:18]=[CH:19][C:20]([C:23]2[CH:37]=[CH:36][C:26]([O:27][CH2:28][C:29]([CH3:35])([CH3:34])[C:30]([O:32][CH3:33])=[O:31])=[CH:25][CH:24]=2)=[N:21][CH:22]=1, predict the reaction product. The product is: [CH3:35][C:29]([CH3:34])([CH2:28][O:27][C:26]1[CH:25]=[CH:24][C:23]([C:20]2[CH:19]=[CH:18][C:17]([C:16]3[NH:15][C:6]([C:3]4([C:2]([F:10])([F:9])[F:1])[CH2:5][CH2:4]4)=[CH:11][N:38]=3)=[CH:22][N:21]=2)=[CH:37][CH:36]=1)[C:30]([O:32][CH3:33])=[O:31]. (5) Given the reactants [CH2:1]([O:3][C:4]([C:6]1[CH2:11][C@@H:10]([O:12][S:13]([CH3:16])(=[O:15])=[O:14])[C@H:9]([O:17][S:18]([CH3:21])(=[O:20])=[O:19])[C@H:8](OS(C)(=O)=O)[CH:7]=1)=[O:5])[CH3:2].[N-:27]=[N+:28]=[N-:29].[Na+], predict the reaction product. The product is: [CH2:1]([O:3][C:4]([C:6]1[CH2:11][C@@H:10]([O:12][S:13]([CH3:16])(=[O:15])=[O:14])[C@@H:9]([O:17][S:18]([CH3:21])(=[O:20])=[O:19])[C@H:8]([N:27]=[N+:28]=[N-:29])[CH:7]=1)=[O:5])[CH3:2]. (6) Given the reactants [F:1][C:2]1[CH:7]=[N:6][C:5]([C:8]2[CH:12]=[CH:11][NH:10][N:9]=2)=[C:4]2[NH:13][CH:14]=[C:15]([C:16](=[O:36])[C:17]([N:19]3[CH2:24][CH2:23][N:22]([C:25]4[N:29]([C:30]5[CH:35]=[CH:34][CH:33]=[CH:32][CH:31]=5)[N:28]=[N:27][N:26]=4)[CH2:21][CH2:20]3)=[O:18])[C:3]=12.[H-].[Na+].Cl[CH2:40][CH2:41][N:42]1[CH2:47][CH2:46][O:45][CH2:44][CH2:43]1, predict the reaction product. The product is: [F:1][C:2]1[CH:7]=[N:6][C:5]([C:8]2[CH:12]=[CH:11][N:10]([CH2:40][CH2:41][N:42]3[CH2:47][CH2:46][O:45][CH2:44][CH2:43]3)[N:9]=2)=[C:4]2[NH:13][CH:14]=[C:15]([C:16](=[O:36])[C:17]([N:19]3[CH2:24][CH2:23][N:22]([C:25]4[N:29]([C:30]5[CH:31]=[CH:32][CH:33]=[CH:34][CH:35]=5)[N:28]=[N:27][N:26]=4)[CH2:21][CH2:20]3)=[O:18])[C:3]=12. (7) The product is: [CH3:28][O:1][C:2]1[CH:3]=[C:4]([O:15][C:16]2[CH:21]=[CH:20][C:19]([S:22]([CH3:25])(=[O:24])=[O:23])=[CH:18][N:17]=2)[CH:5]=[C:6]2[C:10]=1[NH:9][C:8]([C:11]([O:13][CH3:14])=[O:12])=[CH:7]2. Given the reactants [OH:1][C:2]1[CH:3]=[C:4]([O:15][C:16]2[CH:21]=[CH:20][C:19]([S:22]([CH3:25])(=[O:24])=[O:23])=[CH:18][N:17]=2)[CH:5]=[C:6]2[C:10]=1[NH:9][C:8]([C:11]([O:13][CH3:14])=[O:12])=[CH:7]2.O.O1CCC[CH2:28]1, predict the reaction product.